From a dataset of Full USPTO retrosynthesis dataset with 1.9M reactions from patents (1976-2016). Predict the reactants needed to synthesize the given product. (1) Given the product [CH:22]1([C:20]([C:14]2[CH:15]=[C:16]([CH3:19])[CH:17]=[CH:18][C:13]=2[NH:12][C:10](=[O:11])[NH:9][C:6]2[S:7][CH:8]=[C:4]([CH2:3][CH2:2][NH:1][CH2:28][CH2:29][C:30]([OH:32])=[O:31])[N:5]=2)=[O:21])[CH2:23][CH2:24][CH2:25][CH2:26]1, predict the reactants needed to synthesize it. The reactants are: [NH2:1][CH2:2][CH2:3][C:4]1[N:5]=[C:6]([NH:9][C:10]([NH:12][C:13]2[CH:18]=[CH:17][C:16]([CH3:19])=[CH:15][C:14]=2[C:20]([CH:22]2[CH2:26][CH2:25][CH2:24][CH2:23]2)=[O:21])=[O:11])[S:7][CH:8]=1.C1(=O)[O:32][C:30](=[O:31])[CH2:29][CH2:28]1. (2) Given the product [N+:37](=[C:10]([C:9]([C:3]1[C:2]([F:1])=[CH:7][CH:6]=[CH:5][C:4]=1[F:8])=[O:16])[C:11]([O:13][CH2:14][CH3:15])=[O:12])=[N-:38], predict the reactants needed to synthesize it. The reactants are: [F:1][C:2]1[CH:7]=[CH:6][CH:5]=[C:4]([F:8])[C:3]=1[C:9](=[O:16])[CH2:10][C:11]([O:13][CH2:14][CH3:15])=[O:12].C(N(CC)CC)C.C(NC1C=CC(S([N:37]=[N+:38]=[N-])(=O)=O)=CC=1)(=O)C. (3) Given the product [CH2:11]1[C:12]2([O:17][CH2:16][CH2:15][O:14]2)[CH2:13][CH:10]1[CH2:9][OH:8], predict the reactants needed to synthesize it. The reactants are: C([O:8][CH2:9][CH:10]1[CH2:13][C:12]2([O:17][CH2:16][CH2:15][O:14]2)[CH2:11]1)C1C=CC=CC=1. (4) Given the product [Br:1][C:2]1[CH:7]=[C:6]([Cl:8])[C:5]([CH:9]=[O:16])=[C:4]([Cl:15])[CH:3]=1, predict the reactants needed to synthesize it. The reactants are: [Br:1][C:2]1[CH:7]=[C:6]([Cl:8])[C:5](/[CH:9]=C/C(OC)=O)=[C:4]([Cl:15])[CH:3]=1.[O:16]=[O+][O-].CSC. (5) Given the product [N+:54]([C:48]1[C:69]2=[N:67][O:75][N:51]=[C:50]2[C:45]([NH:1][CH2:2][CH2:3][CH2:4][O:5][CH2:6][CH2:7][O:8][CH2:9][CH2:10][O:11][CH2:12][CH2:13][O:14][CH2:15][CH2:16][O:17][CH2:18][CH2:19][CH2:20][NH:21][C:22]2[CH:30]=[C:29]([N:31]3[C:39]4[CH2:38][C:37]([CH3:40])([CH3:41])[CH2:36][C:35](=[O:42])[C:34]=4[C:33]([CH3:43])=[N:32]3)[CH:28]=[CH:27][C:23]=2[C:24]([NH2:26])=[O:25])=[CH:46][CH:47]=1)([O-:56])=[O:55], predict the reactants needed to synthesize it. The reactants are: [NH2:1][CH2:2][CH2:3][CH2:4][O:5][CH2:6][CH2:7][O:8][CH2:9][CH2:10][O:11][CH2:12][CH2:13][O:14][CH2:15][CH2:16][O:17][CH2:18][CH2:19][CH2:20][NH:21][C:22]1[CH:30]=[C:29]([N:31]2[C:39]3[CH2:38][C:37]([CH3:41])([CH3:40])[CH2:36][C:35](=[O:42])[C:34]=3[C:33]([CH3:43])=[N:32]2)[CH:28]=[CH:27][C:23]=1[C:24]([NH2:26])=[O:25].Cl[C:45]1[C:50]2[N:51]=NOC=2[C:48]([N+:54]([O-:56])=[O:55])=[CH:47][CH:46]=1.CCN(C(C)C)C(C)C.C[N:67]([CH:69]=O)C.C(Cl)Cl.C[OH:75]. (6) Given the product [C:28]([O:27][C:25]([C:23]1[N:24]=[C:20]([C:18](=[O:17])[NH:10][CH:7]2[CH2:8][CH2:9][N:4]([CH:1]([CH3:3])[CH3:2])[CH2:5][CH2:6]2)[N:21]([CH2:32][C:33]2[CH:37]=[C:36]([C:38]3[S:39][C:40]([Cl:43])=[CH:41][CH:42]=3)[O:35][N:34]=2)[CH:22]=1)=[O:26])([CH3:31])([CH3:29])[CH3:30], predict the reactants needed to synthesize it. The reactants are: [CH:1]([N:4]1[CH2:9][CH2:8][CH:7]([NH2:10])[CH2:6][CH2:5]1)([CH3:3])[CH3:2].C[Al](C)C.CC[O:17][C:18]([C:20]1[N:21]([CH2:32][C:33]2[CH:37]=[C:36]([C:38]3[S:39][C:40]([Cl:43])=[CH:41][CH:42]=3)[O:35][N:34]=2)[CH:22]=[C:23]([C:25]([O:27][C:28]([CH3:31])([CH3:30])[CH3:29])=[O:26])[N:24]=1)=O.